From a dataset of Reaction yield outcomes from USPTO patents with 853,638 reactions. Predict the reaction yield, written as a fraction of the theoretical maximum amount of product (1.0 means a 100% yield; for example, 0.34 means a 34% yield). (1) The reactants are [Cl:1][C:2]1[CH:10]=[C:9]([C:11](=[O:21])[CH2:12][CH2:13][C:14]2[CH:19]=[CH:18][CH:17]=[C:16]([OH:20])[CH:15]=2)[CH:8]=[CH:7][C:3]=1[C:4]([OH:6])=O.Cl.[CH3:23][O:24][C:25](=[O:37])[C@H:26]([CH2:28][NH:29][C:30]([C:32]1[S:33][CH:34]=[CH:35][CH:36]=1)=[O:31])[NH2:27].CN(C(ON1N=NC2C=CC=CC1=2)=[N+](C)C)C.F[P-](F)(F)(F)(F)F.C1C=CC2N(O)N=NC=2C=1.C(N(C(C)C)CC)(C)C. The catalyst is CN(C)C=O. The product is [Cl:1][C:2]1[CH:10]=[C:9]([CH:11]([OH:21])[CH2:12][CH2:13][C:14]2[CH:19]=[CH:18][CH:17]=[C:16]([OH:20])[CH:15]=2)[CH:8]=[CH:7][C:3]=1[C:4]([NH:27][C@H:26]([C:25]([O:24][CH3:23])=[O:37])[CH2:28][NH:29][C:30]([C:32]1[S:33][CH:34]=[CH:35][CH:36]=1)=[O:31])=[O:6]. The yield is 0.980. (2) The reactants are [N-:1]=[N+:2]=[N-:3].[Na+].[CH2:5]([O:12][C:13]([N:15]1[CH2:19][CH:18]=[CH:17][C@H:16]1[CH2:20]OS(C)(=O)=O)=[O:14])[C:6]1[CH:11]=[CH:10][CH:9]=[CH:8][CH:7]=1. The catalyst is CN(C=O)C. The product is [CH2:5]([O:12][C:13]([N:15]1[CH2:19][CH:18]=[CH:17][C@H:16]1[CH2:20][N:1]=[N+:2]=[N-:3])=[O:14])[C:6]1[CH:7]=[CH:8][CH:9]=[CH:10][CH:11]=1. The yield is 0.720. (3) The reactants are [C:1]([C:5](=[CH:11][C:12]1[CH:17]=[CH:16][C:15]([O:18][CH3:19])=[CH:14][C:13]=1[CH2:20][N:21]([C:29]([O:31][C:32]([CH3:35])([CH3:34])[CH3:33])=[O:30])[C:22]([O:24][C:25]([CH3:28])([CH3:27])[CH3:26])=[O:23])[CH2:6][C:7]([O:9][CH3:10])=[O:8])([O:3][CH3:4])=[O:2].[H][H]. The catalyst is [Pd].C(OCC)(=O)C. The product is [C:1]([CH:5]([CH2:11][C:12]1[CH:17]=[CH:16][C:15]([O:18][CH3:19])=[CH:14][C:13]=1[CH2:20][N:21]([C:29]([O:31][C:32]([CH3:35])([CH3:34])[CH3:33])=[O:30])[C:22]([O:24][C:25]([CH3:28])([CH3:26])[CH3:27])=[O:23])[CH2:6][C:7]([O:9][CH3:10])=[O:8])([O:3][CH3:4])=[O:2]. The yield is 1.00. (4) The reactants are [F:1][C:2]1[CH:7]=[CH:6][C:5]([C:8]2[C:19](=[O:20])[N:18]([CH:21]([CH3:23])[CH3:22])[C:11]3[N:12]=[C:13](SC)[N:14]=[CH:15][C:10]=3[CH:9]=2)=[CH:4][C:3]=1[N+:24]([O-:26])=[O:25].C1C=C(Cl)C=C(C(OO)=O)C=1.[NH3:38]. The catalyst is O1CCOCC1. The product is [NH2:38][C:13]1[N:14]=[CH:15][C:10]2[CH:9]=[C:8]([C:5]3[CH:6]=[CH:7][C:2]([F:1])=[C:3]([N+:24]([O-:26])=[O:25])[CH:4]=3)[C:19](=[O:20])[N:18]([CH:21]([CH3:23])[CH3:22])[C:11]=2[N:12]=1. The yield is 0.690. (5) The reactants are [C:1]1([CH3:23])[CH:6]=[CH:5][C:4]([C@H:7]2[CH2:12][C@@H:11]([C:13]([F:16])([F:15])[F:14])[N:10]3[N:17]=[CH:18][C:19]([C:20]([OH:22])=O)=[C:9]3[NH:8]2)=[CH:3][CH:2]=1.CN(C(ON1N=NC2C=CC=NC1=2)=[N+](C)C)C.F[P-](F)(F)(F)(F)F.C(N(CC)C(C)C)(C)C.[CH3:57][C:58]1[CH:65]=[CH:64][C:61]([CH2:62][NH2:63])=[CH:60][CH:59]=1. No catalyst specified. The product is [CH3:57][C:58]1[CH:65]=[CH:64][C:61]([CH2:62][NH:63][C:20]([C:19]2[CH:18]=[N:17][N:10]3[C@H:11]([C:13]([F:15])([F:14])[F:16])[CH2:12][C@H:7]([C:4]4[CH:3]=[CH:2][C:1]([CH3:23])=[CH:6][CH:5]=4)[NH:8][C:9]=23)=[O:22])=[CH:60][CH:59]=1. The yield is 0.780.